From a dataset of Reaction yield outcomes from USPTO patents with 853,638 reactions. Predict the reaction yield, written as a fraction of the theoretical maximum amount of product (1.0 means a 100% yield; for example, 0.34 means a 34% yield). (1) The reactants are [CH3:1][O:2][CH2:3][CH2:4][N:5]1[C:10](=[O:11])[C:9]2[C:12]([C:33]3[CH:38]=[CH:37][CH:36]=[CH:35][CH:34]=3)=[C:13]([C:15]3[CH:20]=[CH:19][C:18]([C:21]4([NH:25][C:26](=[O:32])[O:27][C:28]([CH3:31])([CH3:30])[CH3:29])[CH2:24][CH2:23][CH2:22]4)=[CH:17][CH:16]=3)[O:14][C:8]=2[N:7]=[C:6]1S(C)(=O)=O.[CH3:43][NH2:44]. No catalyst specified. The product is [CH3:1][O:2][CH2:3][CH2:4][N:5]1[C:10](=[O:11])[C:9]2[C:12]([C:33]3[CH:38]=[CH:37][CH:36]=[CH:35][CH:34]=3)=[C:13]([C:15]3[CH:20]=[CH:19][C:18]([C:21]4([NH:25][C:26](=[O:32])[O:27][C:28]([CH3:31])([CH3:30])[CH3:29])[CH2:24][CH2:23][CH2:22]4)=[CH:17][CH:16]=3)[O:14][C:8]=2[N:7]=[C:6]1[NH:44][CH3:43]. The yield is 0.900. (2) The reactants are [C:1]([C:4]1[CH:5]=[C:6]([CH:11]=[CH:12][C:13]=1[OH:14])[C:7]([O:9][CH3:10])=[O:8])(=[O:3])[CH3:2].N1C=CC=CC=1.[Br:21]Br. The catalyst is C(Cl)Cl. The product is [C:1]([C:4]1[CH:5]=[C:6]([CH:11]=[C:12]([Br:21])[C:13]=1[OH:14])[C:7]([O:9][CH3:10])=[O:8])(=[O:3])[CH3:2]. The yield is 0.800.